This data is from Forward reaction prediction with 1.9M reactions from USPTO patents (1976-2016). The task is: Predict the product of the given reaction. (1) Given the reactants I[CH2:2][C@@H:3]([OH:10])[CH2:4][C:5]([O:7][CH2:8][CH3:9])=[O:6].[C-:11]#[N:12].[Na+], predict the reaction product. The product is: [C:11]([CH2:2][CH:3]([OH:10])[CH2:4][C:5]([O:7][CH2:8][CH3:9])=[O:6])#[N:12]. (2) Given the reactants [NH2:1][C:2]1[CH:10]=[CH:9][C:8]([Br:11])=[CH:7][C:3]=1[C:4]([OH:6])=[O:5].[C:12](OC(=O)C)(=O)[CH3:13], predict the reaction product. The product is: [Br:11][C:8]1[CH:9]=[CH:10][C:2]2[N:1]=[C:12]([CH3:13])[O:5][C:4](=[O:6])[C:3]=2[CH:7]=1.